This data is from Forward reaction prediction with 1.9M reactions from USPTO patents (1976-2016). The task is: Predict the product of the given reaction. (1) Given the reactants [Br-].[CH2:2]([P+](C1C=CC=CC=1)(C1C=CC=CC=1)C1C=CC=CC=1)[CH2:3][C:4]1[CH:9]=[CH:8][CH:7]=[CH:6][CH:5]=1.[Li]CCCC.[CH3:34][CH:35]([CH2:39][CH2:40][CH2:41][CH:42]([CH3:44])[CH3:43])[CH2:36][CH:37]=O, predict the reaction product. The product is: [CH3:34][CH:35]([CH2:39][CH2:40][CH2:41][CH:42]([CH3:44])[CH3:43])[CH2:36][CH:37]=[CH:2][CH2:3][C:4]1[CH:5]=[CH:6][CH:7]=[CH:8][CH:9]=1. (2) Given the reactants C(O)C.[O-]CC.[Na+].[C:8]([O:15][CH2:16][CH3:17])(=[O:14])[C:9](OCC)=O.[C:18](#[N:20])[CH3:19].[NH:21]([C:23]1[CH:28]=[CH:27][CH:26]=[CH:25][N:24]=1)[NH2:22].S(=O)(=O)(O)O, predict the reaction product. The product is: [NH2:20][C:18]1[N:21]([C:23]2[CH:28]=[CH:27][CH:26]=[CH:25][N:24]=2)[N:22]=[C:9]([C:8]([O:15][CH2:16][CH3:17])=[O:14])[CH:19]=1. (3) Given the reactants CN(C)CCN.[CH:7]1([CH2:10][O:11][N:12]2C(=O)C3=CC=CC=C3C2=O)[CH2:9][CH2:8]1.C(O)(=O)C.[C:27]([C:30]1[CH:35]=[C:34]([Cl:36])[CH:33]=[CH:32][C:31]=1[NH:37][S:38]([C:41]([F:44])([F:43])[F:42])(=[O:40])=[O:39])(=O)[CH3:28], predict the reaction product. The product is: [Cl:36][C:34]1[CH:33]=[CH:32][C:31]([NH:37][S:38]([C:41]([F:44])([F:43])[F:42])(=[O:40])=[O:39])=[C:30]([C:27](=[N:12][O:11][CH2:10][CH:7]2[CH2:9][CH2:8]2)[CH3:28])[CH:35]=1. (4) Given the reactants CC(OI1(OC(C)=O)(OC(C)=O)OC(=O)C2C=CC=CC1=2)=O.N1C=CC=CC=1.[OH:29][CH2:30][C:31]1[N:32]([CH2:40][CH2:41][C:42]([O:44][CH3:45])=[O:43])[C:33]2[C:38]([CH:39]=1)=[CH:37][CH:36]=[CH:35][CH:34]=2, predict the reaction product. The product is: [CH:30]([C:31]1[N:32]([CH2:40][CH2:41][C:42]([O:44][CH3:45])=[O:43])[C:33]2[C:38]([CH:39]=1)=[CH:37][CH:36]=[CH:35][CH:34]=2)=[O:29]. (5) Given the reactants [Cl:1][C:2]1[CH:8]=[CH:7][C:5]([NH2:6])=[CH:4][C:3]=1[C:9]1[CH:10]=[N:11][CH:12]=[CH:13][CH:14]=1.C(N(CC)CC)C.Cl[C:23]([O:25][C:26]1[CH:31]=[CH:30][CH:29]=[CH:28][CH:27]=1)=[O:24], predict the reaction product. The product is: [Cl:1][C:2]1[CH:8]=[CH:7][C:5]([NH:6][C:23](=[O:24])[O:25][C:26]2[CH:31]=[CH:30][CH:29]=[CH:28][CH:27]=2)=[CH:4][C:3]=1[C:9]1[CH:10]=[N:11][CH:12]=[CH:13][CH:14]=1. (6) Given the reactants C([O:4][C:5]1[CH:10]=[CH:9][C:8]([C:11]2[N:12]=[C:13]([CH2:29][C:30]3[CH:35]=[CH:34][CH:33]=[CH:32][CH:31]=3)[C:14]([NH:17][S:18]([CH2:21][C:22]3[CH:27]=[CH:26][C:25]([OH:28])=[CH:24][CH:23]=3)(=[O:20])=[O:19])=[N:15][CH:16]=2)=[CH:7][CH:6]=1)(=O)C.[OH-].[Na+].Cl, predict the reaction product. The product is: [CH2:29]([C:13]1[C:14]([NH:17][S:18]([CH2:21][C:22]2[CH:23]=[CH:24][C:25]([OH:28])=[CH:26][CH:27]=2)(=[O:20])=[O:19])=[N:15][CH:16]=[C:11]([C:8]2[CH:7]=[CH:6][C:5]([OH:4])=[CH:10][CH:9]=2)[N:12]=1)[C:30]1[CH:35]=[CH:34][CH:33]=[CH:32][CH:31]=1. (7) Given the reactants [H-].[Na+].[CH:3]1([OH:9])[CH2:8][CH2:7][CH2:6][CH2:5][CH2:4]1.Cl[C:11]1[CH:20]=[N:19][C:18]2[C:13](=[CH:14][C:15]([O:23][CH3:24])=[C:16]([O:21][CH3:22])[CH:17]=2)[N:12]=1, predict the reaction product. The product is: [CH:3]1([O:9][C:11]2[CH:20]=[N:19][C:18]3[C:13](=[CH:14][C:15]([O:23][CH:24]4[CH2:7][CH2:8][CH2:3][CH2:4][CH2:5]4)=[C:16]([O:21][CH3:22])[CH:17]=3)[N:12]=2)[CH2:8][CH2:7][CH2:6][CH2:5][CH2:4]1.